From a dataset of Full USPTO retrosynthesis dataset with 1.9M reactions from patents (1976-2016). Predict the reactants needed to synthesize the given product. (1) Given the product [CH2:15]([C:8]1[S:7][C:6]([C:9]([OH:11])=[O:10])=[C:5]2[CH2:12][CH2:13][C:2]([CH3:14])([CH3:1])[CH2:3][C:4]=12)[CH3:16], predict the reactants needed to synthesize it. The reactants are: [CH3:1][C:2]1([CH3:14])[CH2:13][CH2:12][C:5]2=[C:6]([C:9]([OH:11])=[O:10])[S:7][CH:8]=[C:4]2[CH2:3]1.[CH2:15](I)[CH3:16].O.CO.C(O)(=O)CC(CC(O)=O)(C(O)=O)O. (2) The reactants are: [Cl:1][C:2]1[C:3]([O:12][C:13]2[CH:18]=[C:17]([O:19][CH:20]([CH3:22])[CH3:21])[CH:16]=[CH:15][C:14]=2[CH2:23][CH2:24][CH2:25][OH:26])=[N:4][CH:5]=[C:6]([C:8]([F:11])([F:10])[F:9])[CH:7]=1.O[C:28]1[CH:32]=[C:31]([CH2:33][CH2:34][C:35]([O:37]CC)=[O:36])[N:30]([CH2:40][CH:41]([CH3:43])[CH3:42])[N:29]=1.C(P(CCCC)CCCC)CCC.N(C(N1CCCCC1)=O)=NC(N1CCCCC1)=O.O1CCCC1CO.[OH-].[Na+].Cl. Given the product [Cl:1][C:2]1[C:3]([O:12][C:13]2[CH:18]=[C:17]([O:19][CH:20]([CH3:21])[CH3:22])[CH:16]=[CH:15][C:14]=2[CH2:23][CH2:24][CH2:25][O:26][C:28]2[CH:32]=[C:31]([CH2:33][CH2:34][C:35]([OH:37])=[O:36])[N:30]([CH2:40][CH:41]([CH3:43])[CH3:42])[N:29]=2)=[N:4][CH:5]=[C:6]([C:8]([F:11])([F:10])[F:9])[CH:7]=1, predict the reactants needed to synthesize it. (3) Given the product [CH3:1][O:2][C:3]1[CH:4]=[C:5]([N:11]2[CH:12]=[C:13]([C:14]([OH:15])=[O:29])[C:18]3[N:19]=[C:20]4[C:21]([CH3:27])=[CH:22][CH:23]=[CH:24][C:25]4=[CH:26][C:17]=3[C:16]2=[O:28])[CH:6]=[CH:7][C:8]=1[O:9][CH3:10], predict the reactants needed to synthesize it. The reactants are: [CH3:1][O:2][C:3]1[CH:4]=[C:5]([NH:11][CH:12]=[C:13]2[C:18]3=[N:19][C:20]4[C:21]([CH3:27])=[CH:22][CH:23]=[CH:24][C:25]=4[CH:26]=[C:17]3[C:16](=[O:28])[O:15][C:14]2=[O:29])[CH:6]=[CH:7][C:8]=1[O:9][CH3:10].NC1C=C(OC)C(OC)=CC=1.N1C=CC=CC=1.